Dataset: Forward reaction prediction with 1.9M reactions from USPTO patents (1976-2016). Task: Predict the product of the given reaction. (1) Given the reactants [CH2:1]([O:8][C:9]([N:11]1[CH2:15][C@H:14]([OH:16])[C@@H:13]([CH2:17][OH:18])[CH2:12]1)=[O:10])[C:2]1[CH:7]=[CH:6][CH:5]=[CH:4][CH:3]=1.C1(P(C2C=CC=CC=2)C2C=CC=CC=2)C=CC=CC=1.C(O)(=O)C1C=CC=CC=1.N(C(OCC)=O)=NC(OCC)=O, predict the reaction product. The product is: [CH2:1]([O:8][C:9]([N:11]1[CH2:15][C@@H:14]([OH:16])[C@@H:13]([CH2:17][OH:18])[CH2:12]1)=[O:10])[C:2]1[CH:7]=[CH:6][CH:5]=[CH:4][CH:3]=1. (2) Given the reactants Cl[Si](C)(C)C.Br[C:7]([F:14])([F:13])[C:8]([O:10][CH2:11][CH3:12])=[O:9].N1([CH2:24][NH:25][C@@H:26]2[CH2:28][C@H:27]2[C:29]2[CH:34]=[CH:33][CH:32]=[CH:31][CH:30]=2)C2C=CC=CC=2N=N1, predict the reaction product. The product is: [CH2:11]([O:10][C:8](=[O:9])[C:7]([F:14])([F:13])[CH2:24][NH:25][C@@H:26]1[CH2:28][C@H:27]1[C:29]1[CH:34]=[CH:33][CH:32]=[CH:31][CH:30]=1)[CH3:12]. (3) Given the reactants C([O:3][C:4](=O)[C:5]1[CH:10]=[CH:9][C:8]([Br:11])=[CH:7][CH:6]=1)C.C(O)C.O.[NH2:17][NH2:18], predict the reaction product. The product is: [Br:11][C:8]1[CH:9]=[CH:10][C:5]([C:4]([NH:17][NH2:18])=[O:3])=[CH:6][CH:7]=1. (4) Given the reactants [NH2:1][C:2]1[CH:7]=[C:6]([O:8][C:9]2[CH:14]=[CH:13][C:12]([NH:15][C:16]([C:18]3([C:21]([NH:23][C:24]4[CH:29]=[CH:28][C:27]([F:30])=[CH:26][CH:25]=4)=[O:22])[CH2:20][CH2:19]3)=[O:17])=[CH:11][C:10]=2[F:31])[CH:5]=[CH:4][N:3]=1.C([N:34]([CH2:37]C)CC)C.ClC([O:42][C:43]1[CH:48]=CC=[CH:45][CH:44]=1)=O.[O:49]1CCCC1, predict the reaction product. The product is: [F:31][C:10]1[CH:11]=[C:12]([NH:15][C:16]([C:18]2([C:21]([NH:23][C:24]3[CH:25]=[CH:26][C:27]([F:30])=[CH:28][CH:29]=3)=[O:22])[CH2:20][CH2:19]2)=[O:17])[CH:13]=[CH:14][C:9]=1[O:8][C:6]1[CH:5]=[CH:4][N:3]=[C:2]([NH:1][C:37]([N:34]2[CH2:45][CH2:44][C@H:43]([OH:42])[CH2:48]2)=[O:49])[CH:7]=1.